Dataset: Full USPTO retrosynthesis dataset with 1.9M reactions from patents (1976-2016). Task: Predict the reactants needed to synthesize the given product. (1) Given the product [CH3:13][CH:14]([CH3:33])[CH:15]([C:27]1[CH:28]=[CH:29][CH:30]=[CH:31][CH:32]=1)[C:16]([NH:18][C@@H:19]1[C@@H:26]2[C@@H:22]([CH2:23][N:24]([CH2:48][C:47]3[CH:51]=[CH:50][N:49]=[CH:45][CH:46]=3)[CH2:25]2)[CH2:21][CH2:20]1)=[O:17], predict the reactants needed to synthesize it. The reactants are: FC(F)(F)C1C=C(C=CC=1)C=O.[CH3:13][CH:14]([CH3:33])[CH:15]([C:27]1[CH:32]=[CH:31][CH:30]=[CH:29][CH:28]=1)[C:16]([NH:18][C@@H:19]1[C@@H:26]2[C@@H:22]([CH2:23][NH:24][CH2:25]2)[CH2:21][CH2:20]1)=[O:17].C1(C(C2CCCCC2)C(N[C@@H]2[C@H:51]3[C@H:47]([CH2:48][NH:49][CH2:50]3)[CH2:46][CH2:45]2)=O)CCCCC1. (2) Given the product [F:18][C:19]1[N:24]=[C:23]([CH2:25][O:26][C:2]2[N:7]=[C:6]3[CH2:8][CH2:9][CH2:10][C:5]3=[C:4]([C:11]3[CH:12]=[N:13][C:14]([CH3:17])=[N:15][CH:16]=3)[CH:3]=2)[CH:22]=[CH:21][CH:20]=1, predict the reactants needed to synthesize it. The reactants are: Cl[C:2]1[N:7]=[C:6]2[CH2:8][CH2:9][CH2:10][C:5]2=[C:4]([C:11]2[CH:12]=[N:13][C:14]([CH3:17])=[N:15][CH:16]=2)[CH:3]=1.[F:18][C:19]1[N:24]=[C:23]([CH2:25][OH:26])[CH:22]=[CH:21][CH:20]=1.O(C(C)(C)C)[Na].C(Cl)(Cl)Cl. (3) Given the product [CH:8]([C:4]1[CH:3]=[C:2]([CH:7]=[CH:6][CH:5]=1)[C:11]#[N:12])([CH3:10])[CH3:9], predict the reactants needed to synthesize it. The reactants are: Br[C:2]1[CH:7]=[CH:6][CH:5]=[C:4]([CH:8]([CH3:10])[CH3:9])[CH:3]=1.[CH3:11][N:12]1CCCC1=O. (4) The reactants are: [H-].[Na+].[NH2:3][C:4]1[N:5]=[N:6][CH:7]=[CH:8][CH:9]=1.[N+](C1C=CC([O:19][C:20]([N:22]2[CH2:25][CH:24]([O:26][C:27]3[CH:32]=[CH:31][C:30]([Br:33])=[CH:29][N:28]=3)[CH2:23]2)=O)=CC=1)([O-])=O.C(=O)(O)[O-].[Na+]. Given the product [N:6]1[CH:7]=[CH:8][CH:9]=[C:4]([NH:3][C:20]([N:22]2[CH2:23][CH:24]([O:26][C:27]3[CH:32]=[CH:31][C:30]([Br:33])=[CH:29][N:28]=3)[CH2:25]2)=[O:19])[N:5]=1, predict the reactants needed to synthesize it. (5) Given the product [C:1]([O:5][C:6]([NH:8][CH2:9][C:10]1[C:11]([OH:20])=[C:12]([CH:17]=[CH:18][CH:19]=1)[C:13]([OH:15])=[O:14])=[O:7])([CH3:4])([CH3:2])[CH3:3], predict the reactants needed to synthesize it. The reactants are: [C:1]([O:5][C:6]([NH:8][CH2:9][C:10]1[C:11]([OH:20])=[C:12]([CH:17]=[CH:18][CH:19]=1)[C:13]([O:15]C)=[O:14])=[O:7])([CH3:4])([CH3:3])[CH3:2].C[Si](C)(C)[O-].[K+]. (6) Given the product [F:16][C:17]1[CH:18]=[CH:19][C:20]([C@@H:23]2[CH2:25][C@H:24]2[C:26]([N:10]2[CH2:9][C@H:8]([CH2:11][CH:12]([CH3:14])[CH3:13])[NH:7][C:6](=[O:15])[C@@H:5]2[CH2:1][CH:2]([CH3:4])[CH3:3])=[O:27])=[CH:21][CH:22]=1, predict the reactants needed to synthesize it. The reactants are: [CH2:1]([C@@H:5]1[NH:10][CH2:9][C@H:8]([CH2:11][CH:12]([CH3:14])[CH3:13])[NH:7][C:6]1=[O:15])[CH:2]([CH3:4])[CH3:3].[F:16][C:17]1[CH:22]=[CH:21][C:20]([C@@H:23]2[CH2:25][C@H:24]2[C:26](O)=[O:27])=[CH:19][CH:18]=1.C([C@@H]1N(C(=O)/C=C/C2C=CC=CC=2)C[C@H](CC(C)C)NC1=O)C(C)C. (7) Given the product [C:20]([C:22]1([C:23]([O:25][CH2:26][CH3:27])=[O:24])[O:15][N:14]=[C:13]([C:12]2[CH:11]=[C:10]([F:9])[CH:18]=[C:17]([F:19])[CH:16]=2)[CH2:28]1)#[N:21], predict the reactants needed to synthesize it. The reactants are: C1C(=O)N(Cl)C(=O)C1.[F:9][C:10]1[CH:11]=[C:12]([CH:16]=[C:17]([F:19])[CH:18]=1)[CH:13]=[N:14][OH:15].[C:20]([C:22](=[CH2:28])[C:23]([O:25][CH2:26][CH3:27])=[O:24])#[N:21].C([O-])(O)=O.[Na+]. (8) Given the product [CH2:1]([NH:5][C:6]1[CH:7]=[CH:8][C:9]([CH2:12][C:14]2[C:22]3[C:17](=[N:18][CH:19]=[CH:20][CH:21]=3)[NH:16][CH:15]=2)=[CH:10][N:11]=1)[CH:2]([CH3:4])[CH3:3], predict the reactants needed to synthesize it. The reactants are: [CH2:1]([NH:5][C:6]1[N:11]=[CH:10][C:9]([C:12]([C:14]2[C:22]3[C:17](=[N:18][CH:19]=[CH:20][CH:21]=3)[NH:16][CH:15]=2)=O)=[CH:8][CH:7]=1)[CH:2]([CH3:4])[CH3:3].NN.[OH-].[K+].O.